Task: Predict which catalyst facilitates the given reaction.. Dataset: Catalyst prediction with 721,799 reactions and 888 catalyst types from USPTO (1) Product: [C:1]([O:5][C:6](=[O:17])[C:7]1[CH:12]=[CH:11][C:10]([N+:13]([O-:15])=[O:14])=[C:9]([NH:25][CH2:24][CH2:23][C:22]([O:21][CH2:19][CH3:20])=[O:26])[CH:8]=1)([CH3:4])([CH3:3])[CH3:2]. Reactant: [C:1]([O:5][C:6](=[O:17])[C:7]1[CH:12]=[CH:11][C:10]([N+:13]([O-:15])=[O:14])=[C:9](F)[CH:8]=1)([CH3:4])([CH3:3])[CH3:2].Cl.[CH2:19]([O:21][C:22](=[O:26])[CH2:23][CH2:24][NH2:25])[CH3:20].CCN(C(C)C)C(C)C. The catalyst class is: 18. (2) Reactant: [SH:1][C:2]1[N:7]=[C:6]([OH:8])[CH:5]=[C:4]([C:9]([F:12])([F:11])[F:10])[N:3]=1.C(=O)([O-])[O-].[K+].[K+].Br[CH2:20][C:21]1[CH:26]=[CH:25][N:24]=[CH:23][C:22]=1[CH2:27][CH3:28]. Product: [CH2:27]([C:22]1[CH:23]=[N:24][CH:25]=[CH:26][C:21]=1[CH2:20][S:1][C:2]1[N:7]=[C:6]([OH:8])[CH:5]=[C:4]([C:9]([F:12])([F:10])[F:11])[N:3]=1)[CH3:28]. The catalyst class is: 3. (3) Reactant: [C:1]1([C:7]2[S:11][C:10]([C:12]([C:14]3[CH:19]=[C:18]([Br:20])[CH:17]=[CH:16][C:15]=3[C:21]([F:24])([F:23])[F:22])=O)=[CH:9][CH:8]=2)[CH:6]=[CH:5][CH:4]=[CH:3][CH:2]=1.O1CCCC1.[BH4-].[Na+]. Product: [Br:20][C:18]1[CH:17]=[CH:16][C:15]([C:21]([F:24])([F:22])[F:23])=[C:14]([CH2:12][C:10]2[S:11][C:7]([C:1]3[CH:6]=[CH:5][CH:4]=[CH:3][CH:2]=3)=[CH:8][CH:9]=2)[CH:19]=1. The catalyst class is: 5. (4) Reactant: [OH:1][C:2]1[CH:3]=[C:4]2[C:9](=[CH:10][CH:11]=1)[CH:8]=[C:7]([C:12]1[NH:13][C:14]3[C:19]([C:20]=1[CH2:21][CH2:22][CH2:23][CH2:24][CH3:25])=[CH:18][CH:17]=[CH:16][CH:15]=3)[CH:6]=[CH:5]2.CC([O-])=O.[K+].[Br:31]Br. Product: [Br:31][C:3]1[C:2]([OH:1])=[CH:11][CH:10]=[C:9]2[C:4]=1[CH:5]=[CH:6][C:7]([C:12]1[NH:13][C:14]3[C:19]([C:20]=1[CH2:21][CH2:22][CH2:23][CH2:24][CH3:25])=[CH:18][CH:17]=[CH:16][CH:15]=3)=[CH:8]2. The catalyst class is: 313. (5) Reactant: [N:1]1[CH:6]=[CH:5][CH:4]=[C:3]([O:7][C:8]2[N:15]=[CH:14][CH:13]=[CH:12][C:9]=2[C:10]#[N:11])[CH:2]=1. Product: [N:1]1[CH:6]=[CH:5][CH:4]=[C:3]([O:7][C:8]2[C:9]([CH2:10][NH2:11])=[CH:12][CH:13]=[CH:14][N:15]=2)[CH:2]=1. The catalyst class is: 834. (6) Reactant: [F:1][C:2]1[CH:3]=[C:4]([C:9]2([O:14][CH3:15])[CH2:13][CH2:12][NH:11][CH2:10]2)[CH:5]=[CH:6][C:7]=1[F:8].[H-].[Na+].[CH2:18](Br)[C:19]1[CH:24]=[CH:23][CH:22]=[CH:21][CH:20]=1. Product: [CH2:18]([N:11]1[CH2:12][CH2:13][C:9]([C:4]2[CH:5]=[CH:6][C:7]([F:8])=[C:2]([F:1])[CH:3]=2)([O:14][CH3:15])[CH2:10]1)[C:19]1[CH:24]=[CH:23][CH:22]=[CH:21][CH:20]=1. The catalyst class is: 9. (7) Reactant: [C:1]1([C:7]2[CH:16]=[CH:15][C:14]3[C:9](=[CH:10][CH:11]=[CH:12][C:13]=3[N:17]3[CH2:22][CH2:21][N:20](C(OC(C)(C)C)=O)[CH2:19][CH2:18]3)[N:8]=2)[CH:6]=[CH:5][CH:4]=[CH:3][CH:2]=1.FC(F)(F)C(O)=O. Product: [C:1]1([C:7]2[CH:16]=[CH:15][C:14]3[C:9](=[CH:10][CH:11]=[CH:12][C:13]=3[N:17]3[CH2:22][CH2:21][NH:20][CH2:19][CH2:18]3)[N:8]=2)[CH:2]=[CH:3][CH:4]=[CH:5][CH:6]=1. The catalyst class is: 2. (8) Reactant: [F:8][C:7]([F:10])([F:9])[C:6](O[C:6](=[O:11])[C:7]([F:10])([F:9])[F:8])=[O:11].[C:14]1([CH2:20][C@H:21]([NH2:24])[CH:22]=[CH2:23])[CH:19]=[CH:18][CH:17]=[CH:16][CH:15]=1. Product: [F:10][C:7]([F:8])([F:9])[C:6]([NH:24][C@H:21]([CH:22]=[CH2:23])[CH2:20][C:14]1[CH:19]=[CH:18][CH:17]=[CH:16][CH:15]=1)=[O:11]. The catalyst class is: 202.